This data is from Peptide-MHC class I binding affinity with 185,985 pairs from IEDB/IMGT. The task is: Regression. Given a peptide amino acid sequence and an MHC pseudo amino acid sequence, predict their binding affinity value. This is MHC class I binding data. (1) The peptide sequence is KVADVDLAVPV. The MHC is HLA-A01:01 with pseudo-sequence HLA-A01:01. The binding affinity (normalized) is 0.0847. (2) The peptide sequence is QPGLTSAVI. The MHC is HLA-B07:02 with pseudo-sequence HLA-B07:02. The binding affinity (normalized) is 0.396. (3) The peptide sequence is YSTVASSL. The MHC is Mamu-A02 with pseudo-sequence Mamu-A02. The binding affinity (normalized) is 0.823. (4) The peptide sequence is YMLNRIYRF. The MHC is H-2-Kb with pseudo-sequence H-2-Kb. The binding affinity (normalized) is 0.384. (5) The peptide sequence is QIIEQLIKK. The MHC is HLA-B07:02 with pseudo-sequence HLA-B07:02. The binding affinity (normalized) is 0. (6) The peptide sequence is VLDEVMSTL. The MHC is HLA-A02:01 with pseudo-sequence HLA-A02:01. The binding affinity (normalized) is 0.648. (7) The peptide sequence is YQLGDYFFV. The MHC is HLA-A02:03 with pseudo-sequence HLA-A02:03. The binding affinity (normalized) is 1.00.